This data is from Forward reaction prediction with 1.9M reactions from USPTO patents (1976-2016). The task is: Predict the product of the given reaction. (1) Given the reactants C(OC([NH:8][C:9]1[C:10]([N:15]2[CH2:19][CH2:18][N:17](C(OC(C)(C)C)=O)[C:16]2=[O:27])=[N:11][N:12]([CH3:14])[CH:13]=1)=O)(C)(C)C.C(OCC)(=O)C.CO.[ClH:36], predict the reaction product. The product is: [ClH:36].[NH2:8][C:9]1[C:10]([N:15]2[CH2:19][CH2:18][NH:17][C:16]2=[O:27])=[N:11][N:12]([CH3:14])[CH:13]=1. (2) Given the reactants Br[C:2]1[CH:7]=[CH:6][N:5]2[N:8]=[CH:9][CH:10]=[C:4]2[CH:3]=1.[F:11][C:12]1[CH:17]=[C:16]([F:18])[CH:15]=[CH:14][C:13]=1[S:19]([NH:22][C:23]1[C:24]([O:38][CH3:39])=[N:25][CH:26]=[C:27](B2OC(C)(C)C(C)(C)O2)[CH:28]=1)(=[O:21])=[O:20].C([O-])([O-])=O.[Na+].[Na+], predict the reaction product. The product is: [F:11][C:12]1[CH:17]=[C:16]([F:18])[CH:15]=[CH:14][C:13]=1[S:19]([NH:22][C:23]1[C:24]([O:38][CH3:39])=[N:25][CH:26]=[C:27]([C:2]2[CH:7]=[CH:6][N:5]3[N:8]=[CH:9][CH:10]=[C:4]3[CH:3]=2)[CH:28]=1)(=[O:21])=[O:20]. (3) Given the reactants [Br:1][C:2]1[CH:3]=[C:4]2[C:9](=[CH:10][CH:11]=1)[N:8]=[CH:7][CH:6]=[C:5]2[Cl:12].[NH2:13][C:14]1[CH:15]=[C:16]([OH:21])[CH:17]=[CH:18][C:19]=1[Cl:20].Cl, predict the reaction product. The product is: [ClH:12].[Br:1][C:2]1[CH:3]=[C:4]2[C:9](=[CH:10][CH:11]=1)[N:8]=[CH:7][CH:6]=[C:5]2[NH:13][C:14]1[CH:15]=[C:16]([OH:21])[CH:17]=[CH:18][C:19]=1[Cl:20]. (4) Given the reactants [NH2:1][C:2]1[N:3]=[CH:4][C:5]([C:8]2[CH:13]=[CH:12][C:11]([C:14]3[C:15]([SH:20])=[CH:16][CH:17]=[CH:18][CH:19]=3)=[CH:10][C:9]=2[F:21])=[N:6][CH:7]=1.[Cl:22][C:23]1[CH:28]=[N:27][CH:26]=[CH:25][N:24]=1, predict the reaction product. The product is: [ClH:22].[F:21][C:9]1[CH:10]=[C:11]([C:14]2[CH:19]=[CH:18][CH:17]=[CH:16][C:15]=2[S:20][C:23]2[CH:28]=[N:27][CH:26]=[CH:25][N:24]=2)[CH:12]=[CH:13][C:8]=1[C:5]1[N:6]=[CH:7][C:2]([NH2:1])=[N:3][CH:4]=1. (5) The product is: [Br:1][C:2]1[O:6][C:5]([C:7]2[C:16]([C:17](=[O:20])[C:18]#[CH:19])=[C:10]3[CH:11]=[CH:12][CH:13]=[C:14]([Cl:15])[N:9]3[N:8]=2)=[CH:4][CH:3]=1. Given the reactants [Br:1][C:2]1[O:6][C:5]([C:7]2[C:16]([CH:17]([OH:20])[C:18]#[CH:19])=[C:10]3[CH:11]=[CH:12][CH:13]=[C:14]([Cl:15])[N:9]3[N:8]=2)=[CH:4][CH:3]=1, predict the reaction product. (6) The product is: [CH3:10][C:11]1[CH:12]=[C:13]([N:14]([CH2:9][CH2:8][C:5]2[CH:4]=[CH:3][C:2]([F:1])=[CH:7][N:6]=2)[C:23](=[O:22])[C@@H:24]([OH:25])[C:26]2[CH:31]=[CH:30][CH:29]=[CH:28][CH:27]=2)[CH:15]=[CH:16][C:17]=1[CH3:18]. Given the reactants [F:1][C:2]1[CH:3]=[CH:4][C:5]([CH:8]=[CH2:9])=[N:6][CH:7]=1.[CH3:10][C:11]1[CH:12]=[C:13]([CH:15]=[CH:16][C:17]=1[CH3:18])[NH2:14].C([O:22][C:23](=O)[C@H:24]([C:26]1[CH:31]=[CH:30][CH:29]=[CH:28][CH:27]=1)[OH:25])(=O)C, predict the reaction product.